Predict the reactants needed to synthesize the given product. From a dataset of Full USPTO retrosynthesis dataset with 1.9M reactions from patents (1976-2016). Given the product [N:25]1[CH:9]=[CH:8][C:7]([S:10][C:11]2[CH:12]=[CH:13][C:14]3[CH2:18][O:17][B:16]([OH:19])[C:15]=3[CH:20]=2)=[CH:6][CH:5]=1, predict the reactants needed to synthesize it. The reactants are: [N+](C1[CH:9]=[CH:8][C:7]([S:10][C:11]2[CH:12]=[CH:13][C:14]3[CH2:18][O:17][B:16]([OH:19])[C:15]=3[CH:20]=2)=[CH:6][CH:5]=1)([O-])=O.SC1C=C[N:25]=CC=1.